This data is from Experimentally validated miRNA-target interactions with 360,000+ pairs, plus equal number of negative samples. The task is: Binary Classification. Given a miRNA mature sequence and a target amino acid sequence, predict their likelihood of interaction. (1) The miRNA is hsa-miR-4704-5p with sequence GACACUAGGCAUGUGAGUGAUU. The protein sequence of the target gene is MAAAPTQIEAELYYLIARFLQSGPCNKSAQVLVQELEEHQLIPRRLDWEGKEHRRSFEDLVAANAHIPPDYLLKICERIGPLLDKEIPQSVPGVQTLLGVGRQSLLRDAKDCKSTLWNGSAFAALHRGRPPELPVNYVKPPNVVNITSARQLTGCSRFGHIFPSSAYQHIKMHKRILGHLSSVYCVAFDRSGRRIFTGSDDCLVKIWATDDGRLLATLRGHSAEISDMAVNYENTLIAAGSCDKVVRVWCLRTCAPVAVLQGHSASITSIQFCPSTKGTNRYLTSTGADGTICFWQWHVK.... Result: 1 (interaction). (2) The miRNA is hsa-miR-4694-3p with sequence CAAAUGGACAGGAUAACACCU. The protein sequence of the target gene is MNNLNDPPNWNIRPNSRADGGDGSRWNYALLVPMLGLAAFRWIWSRESQKEVEKEREAYRRRTAAFQQDLEAKYHAMISENRRAVAQLSLELEKEQNRTASYREALISQGRKLVEEKKLLEQERAQVMQEKRQVQPLRSAYLSCLQREENWQRRARLLLKEFEAVLTERQNIYCSLFLPRSKRLEIEKSLLVRASVDPVAADLEMAAGLTDIFQHDTYCGDVWNTNKRQNGRLMWLYLKYWELVVELKKFKRVEEAILEK. Result: 1 (interaction). (3) The miRNA is hsa-miR-496 with sequence UGAGUAUUACAUGGCCAAUCUC. The protein sequence of the target gene is MSVPGTPGAMEPAGEEERPPPAAEGEDDEEEVAAAAQTSGPAHGRSASSLEDADDQEEEMEAMVIGGGCCKEQELTYELQQGYRILGEFLQEKHRGLTAPFLQPLGGVATAEEEVAEGPRSGGRGGRAFPQQPGQGMCLLQMEEKFASGQYGGITEFVADFRLMLETCYRLHGVDHWISKQGQKLEMMLEQKLALLSRHLREKTTIAVTSRGYYGLEDEKGTACTSTRRRSTPRSLAGLTSGVFESIMVQVLRQEEQLRAKEEKRLREQERKEAEEASQKEIEEWERKLLAQAAPTCMET.... Result: 0 (no interaction). (4) The miRNA is mmu-miR-290a-5p with sequence ACUCAAACUAUGGGGGCACUUU. The protein sequence of the target gene is MVDALTYDDVYVNFTQEEWALLNPSQKSLYKDVMLETYRNLNAVGYNWEDSNIEEHCESSRRHGRHERNHTGEKPYEGIQYGEAFVHHSSLQMRKIIHTGEKRYKCNQCDKAYSRHSILQIHKRTHSGEKPYECNQCGKAFTQHSHLKIHMVTHTGEKPYKCDQCGKAFAFHSTLQVHKRTHTGEKPYECNQCSKAFAHHCHLRVHKRIHTGEKPYKCDQCGKAFVGQNDLKRHERVHTGEKPYKCNECGKAFVCNASLRTHKTTHTGVKPYECKQCTKSFASHGQLQKHERIHTGEKPY.... Result: 1 (interaction). (5) The miRNA is hsa-miR-4274 with sequence CAGCAGUCCCUCCCCCUG. The protein sequence of the target gene is MTAEEMKATESGAQSAPLPMEGVDISPKQDEGVLKVIKREGTGTEMPMIGDRVFVHYTGWLLDGTKFDSSLDRKDKFSFDLGKGEVIKAWDIAIATMKVGEVCHITCKPEYAYGSAGSPPKIPPNATLVFEVELFEFKGEDLTEEEDGGIIRRIQTRGEGYAKPNEGAIVEVALEGYYKDKLFDQRELRFEIGEGENLDLPYGLERAIQRMEKGEHSIVYLKPSYAFGSVGKEKFQIPPNAELKYELHLKSFEKAKESWEMNSEEKLEQSTIVKERGTVYFKEGKYKQALLQYKKIVSWL.... Result: 1 (interaction). (6) The miRNA is hsa-miR-122-5p with sequence UGGAGUGUGACAAUGGUGUUUG. The protein sequence of the target gene is MAEPVGKRGRWSGGSGAGRGGRGGWGGRGRRPRAQRSPSRGTLDVVSVDLVTDSDEEILEVATARGAADEVEVEPPEPPGPVASRDNSNSDSEGEDRRPAGPPREPVRRRRRLVLDPGEAPLVPVYSGKVKSSLRLIPDDLSLLKLYPPGDEEEAELADSSGLYHEGSPSPGSPWKTKLRTKDKEEKKKTEFLDLDNSPLSPPSPRTKSRTHTRALKKLSEVNKRLQDLRSCLSPKPPQGQEQQGQEDEVVLVEGPTLPETPRLFPLKIRCRADLVRLPLRMSEPLQSVVDHMATHLGVS.... Result: 1 (interaction). (7) The protein sequence of the target gene is MGAGNFLTALEVPVAALAGAASDRRASCERVSPPPPLPHFRLPPLPRSRLPGPVSRPEPGAPLLGCWLQWGAPSPGPLCLLFRLCSCTCFAPLPAGADMDPNPRAALERQQLRLRERQKFFEDILQPETEFVFPLSHLHLESQRPPIGSISSMEVNVDTLEQVELIDLGDPDAADVFLPCEDPPPTPQSSGMDNHLEELSLPVPTSDRTTSRTSSSSSSDSSTNLHSPNPSDDGADTPLAQSDEEEERGDGGAEPGACS. The miRNA is hsa-miR-3615 with sequence UCUCUCGGCUCCUCGCGGCUC. Result: 0 (no interaction). (8) The miRNA is hsa-miR-512-5p with sequence CACUCAGCCUUGAGGGCACUUUC. The protein sequence of the target gene is MSRTAYTVGALLLLLGTLLPAAEGKKKGSQGAIPPPDKAQHNDSEQTQSPQQPGSRNRGRGQGRGTAMPGEEVLESSQEALHVTERKYLKRDWCKTQPLKQTIHEEGCNSRTIINRFCYGQCNSFYIPRHIRKEEGSFQSCSFCKPKKFTTMMVTLNCPELQPPTKKKRVTRVKQCRCISIDLD. Result: 0 (no interaction). (9) The miRNA is gga-miR-133a-3p with sequence UUGGUCCCCUUCAACCAGCUGU. The protein sequence of the target gene is MAGGAGWSGAPAALLRSVRRLREVFEVCGRDPDGFLRVERVAALGLRFGQGEEVEKLVKYLDPNDLGRINFKDFCRGVFAMKGCEELLKDVLSVESAGTLPCAPEIPDCVEQGSEVTGPTFADGELIPREPGFFPEDEEEAMTLAPPEGPQELYTDSPMESTQSLEGSVGSPAEKDGGLGGLFLPEDKSLVHTPSMTTSDLSTHSTTSLISNEEQFEDYGEGDDVDCAPSSPCPDDETRTNVYSDLGSSVSSSAGQTPRKMRHVYNSELLDVYCSQCCKKINLLNDLEARLKNLKANSPN.... Result: 0 (no interaction). (10) The miRNA is hsa-miR-1289 with sequence UGGAGUCCAGGAAUCUGCAUUUU. The protein sequence of the target gene is MCTKMEQPFYHDDSYTATGYGRAPGGLSLHDYKLLKPSLAVNLADPYRSLKAPGARGPGPEGGGGGSYFSGQGSDTGASLKLASSELERLIVPNSNGVITTTPTPPGQYFYPRGGGSGGGAGGAGGGVTEEQEGFADGFVKALDDLHKMNHVTPPNVSLGATGGPPAGPGGVYAGPEPPPVYTNLSSYSPASASSGGAGAAVGTGSSYPTTTISYLPHAPPFAGGHPAQLGLGRGASTFKEEPQTVPEARSRDATPPVSPINMEDQERIKVERKRLRNRLAATKCRKRKLERIARLEDKV.... Result: 1 (interaction).